Dataset: Experimentally validated miRNA-target interactions with 360,000+ pairs, plus equal number of negative samples. Task: Binary Classification. Given a miRNA mature sequence and a target amino acid sequence, predict their likelihood of interaction. (1) The miRNA is hsa-miR-625-3p with sequence GACUAUAGAACUUUCCCCCUCA. The protein sequence of the target gene is MGETMSKRLKFHLGEAEMEERSFPNPFPDYEAAASAAGLAAGSAEETGRVCPLPTTEDPGLPFHPNGKIVPNFIKRIQTKIKDLLQQMEEGLKTADPHDCSAYTGWTGIALLYLQLYRVTGDQTYLLRSLDYVKRTLRNLSGRRVTFLCGDAGPLAVGAVIYHKLKSECESQECITKLLQMHRTIVCQESELPDELLYGRAGYLYALLYLNTEIGPGTVGETAIKEVVSAIIESGKSLSREERKSERCPLLYQWHRKQYVGAAHGMAGIYYMLMQPEAKVDQETLTEMVKPSIDYVRHKK.... Result: 0 (no interaction). (2) The miRNA is hsa-miR-8071 with sequence CGGUGGACUGGAGUGGGUGG. The protein sequence of the target gene is MRCALALSALLLLLSTPPLLPSSPSPSPSPSQNATQTTTDSSNKTAPTPASSVTIMATDTAQQSTVPTSKANEILASVKATTLGVSSDSPGTTTLAQQVSGPVNTTVARGGGSGNPTTTIESPKSTKSADTTTVATSTATAKPNTTSSQNGAEDTTNSGGKSSHSVTTDLTSTKAEHLTTPHPTSPLSPRQPTSTHPVATPTSSGHDHLMKISSSSSTVAIPGYTFTSPGMTTTLLETVFHHVSQAGLELLTSGDLPTLASQSAGITASSVISQRTQQTSSQMPASSTAPSSQETVQPTS.... Result: 1 (interaction).